This data is from Full USPTO retrosynthesis dataset with 1.9M reactions from patents (1976-2016). The task is: Predict the reactants needed to synthesize the given product. (1) Given the product [C:19]([OH:20])(=[O:22])[CH3:18].[CH3:21][O:20][CH2:19][CH2:18][N:14]1[CH2:15][CH2:16][CH2:17][CH:12]([N:4]2[C:5]3=[N:6][CH:7]=[N:8][C:9]([NH2:11])=[C:10]3[C:2]([C:32]3[CH:33]=[CH:34][C:29]([O:22][C:23]4[CH:28]=[CH:27][CH:26]=[CH:25][CH:24]=4)=[CH:30][CH:31]=3)=[N:3]2)[CH2:13]1, predict the reactants needed to synthesize it. The reactants are: I[C:2]1[C:10]2[C:5](=[N:6][CH:7]=[N:8][C:9]=2[NH2:11])[N:4]([CH:12]2[CH2:17][CH2:16][CH2:15][N:14]([CH2:18][CH2:19][O:20][CH3:21])[CH2:13]2)[N:3]=1.[O:22]([C:29]1[CH:34]=[CH:33][C:32](B(O)O)=[CH:31][CH:30]=1)[C:23]1[CH:28]=[CH:27][CH:26]=[CH:25][CH:24]=1.C(=O)([O-])[O-].[Na+].[Na+]. (2) Given the product [Si:1]([O:18][CH2:19][C@@H:20]([N:24]1[C@H:29]([C:30]2[CH:31]=[CH:32][C:33]([Cl:36])=[CH:34][CH:35]=2)[C@@H:28]([C:37]2[CH:42]=[CH:41][CH:40]=[C:39]([Cl:43])[CH:38]=2)[CH2:27][C@@:26]([C@@H:45]([CH2:50][O:51][S:61]([CH3:60])(=[O:63])=[O:62])[C:46]([O:48][CH3:49])=[O:47])([CH3:44])[C:25]1=[O:52])[CH:21]1[CH2:22][CH2:23]1)([C:14]([CH3:16])([CH3:17])[CH3:15])([C:8]1[CH:13]=[CH:12][CH:11]=[CH:10][CH:9]=1)[C:2]1[CH:3]=[CH:4][CH:5]=[CH:6][CH:7]=1, predict the reactants needed to synthesize it. The reactants are: [Si:1]([O:18][CH2:19][C@@H:20]([N:24]1[C@H:29]([C:30]2[CH:35]=[CH:34][C:33]([Cl:36])=[CH:32][CH:31]=2)[C@@H:28]([C:37]2[CH:42]=[CH:41][CH:40]=[C:39]([Cl:43])[CH:38]=2)[CH2:27][C@@:26]([C@@H:45]([CH2:50][OH:51])[C:46]([O:48][CH3:49])=[O:47])([CH3:44])[C:25]1=[O:52])[CH:21]1[CH2:23][CH2:22]1)([C:14]([CH3:17])([CH3:16])[CH3:15])([C:8]1[CH:13]=[CH:12][CH:11]=[CH:10][CH:9]=1)[C:2]1[CH:7]=[CH:6][CH:5]=[CH:4][CH:3]=1.C(N(CC)CC)C.[CH3:60][S:61](Cl)(=[O:63])=[O:62]. (3) Given the product [Br:1][C:2]1[N:6]2[N:7]=[C:8]([NH:18][CH:15]3[CH2:16][CH2:17][O:12][CH2:13][CH2:14]3)[CH:9]=[CH:10][C:5]2=[N:4][CH:3]=1, predict the reactants needed to synthesize it. The reactants are: [Br:1][C:2]1[N:6]2[N:7]=[C:8](Cl)[CH:9]=[CH:10][C:5]2=[N:4][CH:3]=1.[O:12]1[CH2:17][CH2:16][CH:15]([NH2:18])[CH2:14][CH2:13]1. (4) Given the product [C:39]([O:38][C:37]([N:36]([C:31]1[C:32]2[C:27](=[CH:26][C:25]([NH:24][C@H:12]3[C:10](=[O:11])[N:9]([CH3:51])[CH2:8][C:6]4[CH:7]=[C:2]([CH:3]=[C:4]([F:58])[C:5]=4[S:52]([CH:55]([CH3:57])[CH3:56])(=[O:53])=[O:54])[NH:1][C:59](=[O:60])[O:21][CH2:20][C@H:19]([CH3:22])[C:16]4[CH:17]=[CH:18][C:13]3=[CH:14][C:15]=4[CH3:23])=[C:34]([F:35])[CH:33]=2)[CH:28]=[CH:29][N:30]=1)[C:44](=[O:45])[O:46][C:47]([CH3:48])([CH3:49])[CH3:50])=[O:43])([CH3:42])([CH3:40])[CH3:41], predict the reactants needed to synthesize it. The reactants are: [NH2:1][C:2]1[CH:3]=[C:4]([F:58])[C:5]([S:52]([CH:55]([CH3:57])[CH3:56])(=[O:54])=[O:53])=[C:6]([CH2:8][N:9]([CH3:51])[C:10]([CH:12]([NH:24][C:25]2[CH:26]=[C:27]3[C:32](=[CH:33][C:34]=2[F:35])[C:31]([N:36]([C:44]([O:46][C:47]([CH3:50])([CH3:49])[CH3:48])=[O:45])[C:37](=[O:43])[O:38][C:39]([CH3:42])([CH3:41])[CH3:40])=[N:30][CH:29]=[CH:28]3)[C:13]2[CH:18]=[CH:17][C:16]([C@@H:19]([CH3:22])[CH2:20][OH:21])=[C:15]([CH3:23])[CH:14]=2)=[O:11])[CH:7]=1.[C:59](Cl)(Cl)=[O:60]. (5) The reactants are: [CH2:1]([O:3][C:4](=[O:27])[CH2:5][C:6]1[CH:11]=[CH:10][C:9]([Cl:12])=[C:8]([O:13][C:14]2[CH:19]=[CH:18][C:17]([NH2:20])=[CH:16][C:15]=2[CH2:21][S:22][C:23]([CH3:26])([CH3:25])[CH3:24])[CH:7]=1)[CH3:2].[CH3:28][C:29]([CH3:34])([CH3:33])[C:30](Cl)=[O:31]. Given the product [CH2:1]([O:3][C:4](=[O:27])[CH2:5][C:6]1[CH:11]=[CH:10][C:9]([Cl:12])=[C:8]([O:13][C:14]2[CH:19]=[CH:18][C:17]([NH:20][C:30](=[O:31])[C:29]([CH3:34])([CH3:33])[CH3:28])=[CH:16][C:15]=2[CH2:21][S:22][C:23]([CH3:26])([CH3:25])[CH3:24])[CH:7]=1)[CH3:2], predict the reactants needed to synthesize it. (6) Given the product [F:23][C:5]1[C:6]([CH2:7][O:8][CH2:9][CH2:10][OH:11])=[CH:18][C:19]([O:21][CH3:22])=[CH:20][C:4]=1[CH:3]=[O:2], predict the reactants needed to synthesize it. The reactants are: C[O:2][CH:3](OC)[C:4]1[C:5]([F:23])=[C:6]([CH:18]=[C:19]([O:21][CH3:22])[CH:20]=1)[CH2:7][O:8][CH2:9][CH2:10][O:11]C1CCCCO1.C1(C)C=CC(S(O)(=O)=O)=CC=1. (7) Given the product [F:16][C:17]1[CH:18]=[CH:19][C:20]([N:23]2[C:27]([CH3:28])=[N:26][C:25]([NH:29][C:2]3[CH:3]=[CH:4][C:5]([N:10]4[CH:14]=[C:13]([CH3:15])[N:12]=[CH:11]4)=[C:6]([CH:9]=3)[C:7]#[N:8])=[N:24]2)=[CH:21][CH:22]=1, predict the reactants needed to synthesize it. The reactants are: Br[C:2]1[CH:3]=[CH:4][C:5]([N:10]2[CH:14]=[C:13]([CH3:15])[N:12]=[CH:11]2)=[C:6]([CH:9]=1)[C:7]#[N:8].[F:16][C:17]1[CH:22]=[CH:21][C:20]([N:23]2[C:27]([CH3:28])=[N:26][C:25]([NH2:29])=[N:24]2)=[CH:19][CH:18]=1.